Dataset: Catalyst prediction with 721,799 reactions and 888 catalyst types from USPTO. Task: Predict which catalyst facilitates the given reaction. (1) Reactant: Br[CH2:2][C:3]1[CH:12]=[CH:11][C:6]([C:7]([O:9][CH3:10])=[O:8])=[CH:5][C:4]=1[O:13][CH:14]([CH3:16])[CH3:15].[OH:17][CH:18]1[CH2:23][CH2:22][NH:21][CH2:20][CH2:19]1.C(=O)([O-])[O-].[K+].[K+].CN(C)C=O. Product: [OH:17][CH:18]1[CH2:23][CH2:22][N:21]([CH2:2][C:3]2[CH:12]=[CH:11][C:6]([C:7]([O:9][CH3:10])=[O:8])=[CH:5][C:4]=2[O:13][CH:14]([CH3:16])[CH3:15])[CH2:20][CH2:19]1. The catalyst class is: 13. (2) Reactant: [Cl:1][C:2]1[CH:3]=[C:4]2[C:8](=[CH:9][CH:10]=1)[NH:7][C:6]([CH2:11][CH2:12][CH2:13][CH2:14][CH2:15][CH3:16])=[CH:5]2.[OH-].[K+].I[CH3:20]. Product: [Cl:1][C:2]1[CH:3]=[C:4]2[C:8](=[CH:9][CH:10]=1)[N:7]([CH3:20])[C:6]([CH2:11][CH2:12][CH2:13][CH2:14][CH2:15][CH3:16])=[CH:5]2. The catalyst class is: 16. (3) Reactant: [N:1]1[N:2]=[CH:3][N:4]2[CH2:9][CH2:8][NH:7][CH2:6][C:5]=12.[Cl:10][C:11]1[CH:12]=[C:13]([NH:18][C:19]2[C:28]3[C:23](=[CH:24][C:25]([O:34][CH3:35])=[C:26]([O:29][CH2:30][CH2:31][CH2:32]Cl)[CH:27]=3)[N:22]=[CH:21][N:20]=2)[CH:14]=[CH:15][C:16]=1[F:17].C(Cl)Cl. Product: [Cl:10][C:11]1[CH:12]=[C:13]([NH:18][C:19]2[C:28]3[C:23](=[CH:24][C:25]([O:34][CH3:35])=[C:26]([O:29][CH2:30][CH2:31][CH2:32][N:7]4[CH2:8][CH2:9][N:4]5[CH:3]=[N:2][N:1]=[C:5]5[CH2:6]4)[CH:27]=3)[N:22]=[CH:21][N:20]=2)[CH:14]=[CH:15][C:16]=1[F:17]. The catalyst class is: 3. (4) Reactant: C([Li])CCC.[CH3:6][O:7][C:8]1[C:16]2[S:15][C:14]([C:17]([OH:19])=[O:18])=[CH:13][C:12]=2[CH:11]=[CH:10][CH:9]=1.[F:20]N(S(C1C=CC=CC=1)(=O)=O)S(C1C=CC=CC=1)(=O)=O.Cl. Product: [F:20][C:13]1[C:12]2[CH:11]=[CH:10][CH:9]=[C:8]([O:7][CH3:6])[C:16]=2[S:15][C:14]=1[C:17]([OH:19])=[O:18]. The catalyst class is: 1. (5) Reactant: C([O:8][C:9](=[O:53])[CH2:10][CH2:11][N:12]([CH2:43][C:44]1[O:45][C:46]2[CH:52]=[CH:51][CH:50]=[CH:49][C:47]=2[CH:48]=1)[S:13]([C:16]1[CH:21]=[CH:20][C:19]([C@H:22]([C:29](=[O:42])[NH:30][C:31]2[S:32][C:33]3[C:38]([N:39]=2)=[CH:37][CH:36]=[C:35]([O:40][CH3:41])[N:34]=3)[CH2:23][CH:24]2[CH2:28][CH2:27][CH2:26][CH2:25]2)=[CH:18][CH:17]=1)(=[O:15])=[O:14])C1C=CC=CC=1.[OH-].[Na+].Cl. The catalyst class is: 20. Product: [O:45]1[C:46]2[CH:52]=[CH:51][CH:50]=[CH:49][C:47]=2[CH:48]=[C:44]1[CH2:43][N:12]([S:13]([C:16]1[CH:21]=[CH:20][C:19]([C@H:22]([C:29](=[O:42])[NH:30][C:31]2[S:32][C:33]3[C:38]([N:39]=2)=[CH:37][CH:36]=[C:35]([O:40][CH3:41])[N:34]=3)[CH2:23][CH:24]2[CH2:28][CH2:27][CH2:26][CH2:25]2)=[CH:18][CH:17]=1)(=[O:14])=[O:15])[CH2:11][CH2:10][C:9]([OH:53])=[O:8]. (6) Reactant: C([O:8][C:9]1[CH:10]=[C:11]([C:15]([OH:27])([C:21]2[CH:26]=[CH:25][CH:24]=[CH:23][CH:22]=2)[C:16]([O:18][CH2:19][CH3:20])=[O:17])[CH:12]=[CH:13][CH:14]=1)C1C=CC=CC=1.CC1CC=CCC=1. Product: [OH:27][C:15]([C:11]1[CH:12]=[CH:13][CH:14]=[C:9]([OH:8])[CH:10]=1)([C:21]1[CH:26]=[CH:25][CH:24]=[CH:23][CH:22]=1)[C:16]([O:18][CH2:19][CH3:20])=[O:17]. The catalyst class is: 29.